Predict the product of the given reaction. From a dataset of Forward reaction prediction with 1.9M reactions from USPTO patents (1976-2016). (1) Given the reactants [F:1][CH:2]([F:18])[CH2:3][N:4]1[CH2:10][CH2:9][C:8]2[CH:11]=[C:12]([NH2:17])[C:13]([O:15][CH3:16])=[CH:14][C:7]=2[CH2:6][CH2:5]1.Cl[C:20]1[N:25]=[C:24]([NH:26][C:27]2[CH:32]=[CH:31][CH:30]=[CH:29][C:28]=2[S:33]([CH:36]([CH3:38])[CH3:37])(=[O:35])=[O:34])[C:23]([Cl:39])=[CH:22][N:21]=1, predict the reaction product. The product is: [Cl:39][C:23]1[C:24]([NH:26][C:27]2[CH:32]=[CH:31][CH:30]=[CH:29][C:28]=2[S:33]([CH:36]([CH3:38])[CH3:37])(=[O:35])=[O:34])=[N:25][C:20]([NH:17][C:12]2[C:13]([O:15][CH3:16])=[CH:14][C:7]3[CH2:6][CH2:5][N:4]([CH2:3][CH:2]([F:1])[F:18])[CH2:10][CH2:9][C:8]=3[CH:11]=2)=[N:21][CH:22]=1. (2) The product is: [Br:1][C:2]1[CH:3]=[CH:4][C:5]([NH:17][CH2:16][CH2:15][N:12]2[CH2:13][CH2:14][O:9][CH2:10][CH2:11]2)=[N:6][CH:7]=1. Given the reactants [Br:1][C:2]1[CH:3]=[CH:4][C:5](F)=[N:6][CH:7]=1.[O:9]1[CH2:14][CH2:13][N:12]([CH2:15][CH2:16][NH2:17])[CH2:11][CH2:10]1.CC1C=CC(S(O)(=O)=O)=CC=1, predict the reaction product. (3) Given the reactants Br[C:2]1[C:3]([NH2:14])=[N:4][CH:5]=[C:6]([CH2:8][CH2:9][S:10]([CH3:13])(=[O:12])=[O:11])[N:7]=1.[CH2:15]([NH:22][C:23](=[O:40])[C:24]1[CH:29]=[CH:28][C:27](B2OC(C)(C)C(C)(C)O2)=[CH:26][C:25]=1[F:39])[C:16]1[CH:21]=[CH:20][CH:19]=[CH:18][CH:17]=1.COCCOC.C(=O)([O-])[O-].[Na+].[Na+], predict the reaction product. The product is: [NH2:14][C:3]1[C:2]([C:27]2[CH:28]=[CH:29][C:24]([C:23]([NH:22][CH2:15][C:16]3[CH:17]=[CH:18][CH:19]=[CH:20][CH:21]=3)=[O:40])=[C:25]([F:39])[CH:26]=2)=[N:7][C:6]([CH2:8][CH2:9][S:10]([CH3:13])(=[O:12])=[O:11])=[CH:5][N:4]=1. (4) The product is: [Cl:1][C:2]1[CH:7]=[C:6]([C:8]2[CH:13]=[N:12][CH:11]=[C:10]([CH3:14])[N:9]=2)[CH:5]=[CH:4][C:3]=1[C:15]1[C:27](=[O:28])[N:26]([CH2:29][CH2:30][O:31][CH:32]2[CH2:35][N:34]([C:36]([O:38][C:39]([CH3:42])([CH3:41])[CH3:40])=[O:37])[CH2:33]2)[C:18]2[N:19]=[C:20]([NH:45][CH2:44][CH3:43])[N:21]=[CH:22][C:17]=2[CH:16]=1. Given the reactants [Cl:1][C:2]1[CH:7]=[C:6]([C:8]2[CH:13]=[N:12][CH:11]=[C:10]([CH3:14])[N:9]=2)[CH:5]=[CH:4][C:3]=1[C:15]1[C:27](=[O:28])[N:26]([CH2:29][CH2:30][O:31][CH:32]2[CH2:35][N:34]([C:36]([O:38][C:39]([CH3:42])([CH3:41])[CH3:40])=[O:37])[CH2:33]2)[C:18]2[N:19]=[C:20](S(C)=O)[N:21]=[CH:22][C:17]=2[CH:16]=1.[CH3:43][CH2:44][N:45](C(C)C)C(C)C.Cl.C(N)C, predict the reaction product. (5) The product is: [CH2:1](/[N:5]=[CH:6]/[C:7]1[C:12]([F:13])=[CH:11][CH:10]=[CH:9][C:8]=1[CH2:15][CH3:16])[CH2:2][CH2:3][CH3:4]. Given the reactants [CH2:1](/[N:5]=[CH:6]/[C:7]1[C:12]([F:13])=[CH:11][CH:10]=[CH:9][C:8]=1Cl)[CH2:2][CH2:3][CH3:4].[CH2:15]([Mg]Br)[CH3:16], predict the reaction product.